Dataset: Peptide-MHC class II binding affinity with 134,281 pairs from IEDB. Task: Regression. Given a peptide amino acid sequence and an MHC pseudo amino acid sequence, predict their binding affinity value. This is MHC class II binding data. The peptide sequence is LAATAGTTVYGAFAA. The MHC is HLA-DPA10103-DPB10401 with pseudo-sequence HLA-DPA10103-DPB10401. The binding affinity (normalized) is 0.303.